Dataset: Catalyst prediction with 721,799 reactions and 888 catalyst types from USPTO. Task: Predict which catalyst facilitates the given reaction. (1) Reactant: [CH2:1]([C:3]1[CH2:4][CH:5]2[CH:8]([CH:9]=1)[C:7](=[C:10]([C:18]([O:20][C:21]([CH3:24])([CH3:23])[CH3:22])=[O:19])[C:11]([O:13][C:14]([CH3:17])([CH3:16])[CH3:15])=[O:12])[CH2:6]2)[CH3:2].[C-:25]#[N:26].[Na+]. Product: [C:25]([C:7]1([CH:10]([C:18]([O:20][C:21]([CH3:23])([CH3:22])[CH3:24])=[O:19])[C:11]([O:13][C:14]([CH3:17])([CH3:15])[CH3:16])=[O:12])[CH2:6][CH:5]2[CH:8]1[CH:9]=[C:3]([CH2:1][CH3:2])[CH2:4]2)#[N:26]. The catalyst class is: 44. (2) Reactant: [C:1]([N:5]1[C:9](=[O:10])[C:8](Cl)=[C:7]([C:12]2[CH:17]=[CH:16][CH:15]=[CH:14][CH:13]=2)[S:6]1(=[O:19])=[O:18])([CH3:4])([CH3:3])[CH3:2].[N:20]1([C:26]2[CH:32]=[CH:31][C:29]([NH2:30])=[CH:28][CH:27]=2)[CH2:25][CH2:24][CH2:23][CH2:22][CH2:21]1.CCOC(C)=O. Product: [C:1]([N:5]1[C:9](=[O:10])[C:8]([NH:30][C:29]2[CH:28]=[CH:27][C:26]([N:20]3[CH2:25][CH2:24][CH2:23][CH2:22][CH2:21]3)=[CH:32][CH:31]=2)=[C:7]([C:12]2[CH:17]=[CH:16][CH:15]=[CH:14][CH:13]=2)[S:6]1(=[O:19])=[O:18])([CH3:4])([CH3:3])[CH3:2]. The catalyst class is: 3. (3) Reactant: [CH3:1][CH:2]([CH3:14])[CH2:3][C:4]([C:6]1[S:7][CH:8]=[CH:9][C:10]=1[C:11](O)=[O:12])=O.[CH3:15][NH:16][NH2:17]. Product: [CH3:15][N:16]1[C:11](=[O:12])[C:10]2[CH:9]=[CH:8][S:7][C:6]=2[C:4]([CH2:3][CH:2]([CH3:14])[CH3:1])=[N:17]1. The catalyst class is: 162. (4) Reactant: [CH3:1][O:2][N:3]([CH3:16])[C:4]([C:6]1[NH:7][C:8]2[C:13]([C:14]=1[CH3:15])=[CH:12][CH:11]=[CH:10][CH:9]=2)=[O:5].[F:17][C:18]1[CH:19]=[C:20](B(O)O)[CH:21]=[CH:22][CH:23]=1.N1C=CC=CC=1. Product: [F:17][C:18]1[CH:23]=[C:22]([N:7]2[C:8]3[C:13](=[CH:12][CH:11]=[CH:10][CH:9]=3)[C:14]([CH3:15])=[C:6]2[C:4]([N:3]([O:2][CH3:1])[CH3:16])=[O:5])[CH:21]=[CH:20][CH:19]=1. The catalyst class is: 2. (5) Reactant: Br[C:2]1[CH:15]=[C:14]2[C:5]([O:6][C:7]3[C:8]([F:24])=[CH:9][C:10]([O:22][CH3:23])=[CH:11][C:12]=3[C@:13]32[N:20]=[C:19]([NH2:21])[CH2:18][O:17][CH2:16]3)=[CH:4][CH:3]=1.[F:25][C:26]1[C:31](B(O)O)=[CH:30][CH:29]=[CH:28][N:27]=1.C(=O)([O-])[O-].[K+].[K+]. Product: [F:24][C:8]1[C:7]2[O:6][C:5]3[C:14](=[CH:15][C:2]([C:31]4[C:26]([F:25])=[N:27][CH:28]=[CH:29][CH:30]=4)=[CH:3][CH:4]=3)[C@:13]3([N:20]=[C:19]([NH2:21])[CH2:18][O:17][CH2:16]3)[C:12]=2[CH:11]=[C:10]([O:22][CH3:23])[CH:9]=1. The catalyst class is: 12. (6) Reactant: [CH:1]1([Mg]Br)[CH2:4][CH2:3][CH2:2]1.[Cl:7][C:8]1[CH:13]=[N:12][C:11]2[NH:14][CH:15]=[CH:16][C:10]=2[C:9]=1[CH:17]=[O:18].O. Product: [Cl:7][C:8]1[C:9]([CH:17]([CH:1]2[CH2:4][CH2:3][CH2:2]2)[OH:18])=[C:10]2[CH:16]=[CH:15][NH:14][C:11]2=[N:12][CH:13]=1. The catalyst class is: 1. (7) Reactant: [CH3:1][N:2]1[C:6]([CH3:7])=[CH:5][C:4]([CH:8]=O)=[N:3]1.[CH3:10][O:11][C:12]1[CH:13]=[C:14]([CH:16]=[CH:17][CH:18]=1)[NH2:15]. Product: [CH3:1][N:2]1[C:6]([CH3:7])=[CH:5][C:4]([CH:8]=[N:15][C:14]2[CH:16]=[CH:17][CH:18]=[C:12]([O:11][CH3:10])[CH:13]=2)=[N:3]1. The catalyst class is: 8. (8) Reactant: [Br:1][C:2]1[CH:6]=[C:5]([C@@H:7]([NH:10]S(C(C)(C)C)=O)[CH2:8][CH3:9])[O:4][N:3]=1.[ClH:17].O1CCOCC1. Product: [ClH:17].[Br:1][C:2]1[CH:6]=[C:5]([C@@H:7]([NH2:10])[CH2:8][CH3:9])[O:4][N:3]=1. The catalyst class is: 5. (9) Reactant: [Cl:1][C:2]1[C:7]2[C:8](=[O:11])[NH:9][CH2:10][C:6]=2[C:5]([F:12])=[C:4]([F:13])[N:3]=1.C(N(CC)CC)C.[CH3:21][C:22]([O:25][C:26](O[C:26]([O:25][C:22]([CH3:24])([CH3:23])[CH3:21])=[O:27])=[O:27])([CH3:24])[CH3:23]. Product: [Cl:1][C:2]1[C:7]2[C:8](=[O:11])[N:9]([C:26]([O:25][C:22]([CH3:24])([CH3:23])[CH3:21])=[O:27])[CH2:10][C:6]=2[C:5]([F:12])=[C:4]([F:13])[N:3]=1. The catalyst class is: 112. (10) Reactant: N(C(OC(C)(C)C)=O)=NC(OC(C)(C)C)=O.[F:17][C:18]1[CH:37]=[CH:36][C:21]([C:22]([N:24]2[CH2:30]C[C:28]3[O:31][C:32]([CH2:34][OH:35])=[N:33][C:27]=3[CH2:26][CH2:25]2)=[O:23])=[CH:20][CH:19]=1.[C:38]([Si:42]([CH3:52])([CH3:51])[O:43][C:44]1[CH:49]=[CH:48][C:47](O)=[CH:46][CH:45]=1)([CH3:41])([CH3:40])[CH3:39].C1(P(C2C=CC=CC=2)C2C=CC=CC=2)C=CC=CC=1. Product: [Si:42]([O:43][C:44]1[CH:45]=[CH:46][C:47]([O:35][CH2:34][C:32]2[O:31][C:28]3[CH2:30][N:24]([C:22]([C:21]4[CH:20]=[CH:19][C:18]([F:17])=[CH:37][CH:36]=4)=[O:23])[CH2:25][CH2:26][C:27]=3[N:33]=2)=[CH:48][CH:49]=1)([C:38]([CH3:41])([CH3:40])[CH3:39])([CH3:52])[CH3:51]. The catalyst class is: 464.